From a dataset of hERG potassium channel inhibition data for cardiac toxicity prediction from Karim et al.. Regression/Classification. Given a drug SMILES string, predict its toxicity properties. Task type varies by dataset: regression for continuous values (e.g., LD50, hERG inhibition percentage) or binary classification for toxic/non-toxic outcomes (e.g., AMES mutagenicity, cardiotoxicity, hepatotoxicity). Dataset: herg_karim. (1) The compound is CC(=O)N1CC2CN(CCc3ccc(Oc4nc5ncccc5s4)cc3)CC2C1. The result is 0 (non-blocker). (2) The drug is CC(C)N(C)[C@@H]1CC[C@H](N2CC[C@H](NC(=O)c3cccc(OC(F)(F)F)c3)C2=O)[C@H](CS(=O)(=O)C(C)(C)C)C1. The result is 0 (non-blocker).